From a dataset of Forward reaction prediction with 1.9M reactions from USPTO patents (1976-2016). Predict the product of the given reaction. (1) Given the reactants [C:1]1([CH2:11][C@@H:12]([C:14]([OH:16])=[O:15])[NH2:13])[C:10]2[C:5](=[CH:6][CH:7]=[CH:8][CH:9]=2)[CH:4]=[CH:3][CH:2]=1.[NH2:17][C@H:18]([C:22]([O:24][CH2:25][CH:26]=[CH2:27])=[O:23])[CH:19]([CH3:21])[CH3:20].F[C:29]([C:32]([OH:34])=[O:33])(F)F.C(N(CC)[CH:39]([CH3:41])[CH3:40])(C)C.C1C=[CH:46][C:47]2N(O)N=N[C:48]=2[CH:49]=1.[CH2:54](Cl)CCl, predict the reaction product. The product is: [NH:13]([C:22]([O:24][CH2:25][C:26]1[CH:27]=[CH:46][CH:47]=[CH:48][CH:49]=1)=[O:23])[C@H:12]([C:14]([OH:16])=[O:15])[CH2:29][C:32](=[O:33])[O:34][C:39]([CH3:41])([CH3:54])[CH3:40].[C:1]1([CH2:11][C@@H:12]([C:14]([OH:16])=[O:15])[NH2:13])[C:10]2[C:5](=[CH:6][CH:7]=[CH:8][CH:9]=2)[CH:4]=[CH:3][CH:2]=1.[NH2:17][C@H:18]([C:22]([O:24][CH2:25][CH:26]=[CH2:27])=[O:23])[CH:19]([CH3:21])[CH3:20]. (2) Given the reactants [Br:1][C:2]1[CH:7]=[CH:6][C:5]([C:8]([C:12]2[CH:17]=[CH:16][C:15]([Br:18])=[CH:14][CH:13]=2)=[CH:9][CH2:10]Cl)=[CH:4][CH:3]=1.[OH:19][C:20]1[CH:31]=[CH:30][C:23]([O:24][CH2:25][C:26]([O:28][CH3:29])=[O:27])=[C:22]([CH3:32])[CH:21]=1.C(=O)([O-])[O-].[Cs+].[Cs+].C(Cl)Cl, predict the reaction product. The product is: [Br:1][C:2]1[CH:7]=[CH:6][C:5]([C:8]([C:12]2[CH:17]=[CH:16][C:15]([Br:18])=[CH:14][CH:13]=2)=[CH:9][CH2:10][O:19][C:20]2[CH:31]=[CH:30][C:23]([O:24][CH2:25][C:26]([O:28][CH3:29])=[O:27])=[C:22]([CH3:32])[CH:21]=2)=[CH:4][CH:3]=1. (3) Given the reactants [NH2:1][CH2:2][C:3]1[CH:4]=[C:5]([NH:9][C:10](=[O:16])[O:11][C:12]([CH3:15])([CH3:14])[CH3:13])[CH:6]=[CH:7][CH:8]=1.C(N(CC)CC)C.[N+:24]([C:27]1[CH:28]=[C:29]([S:33](Cl)(=[O:35])=[O:34])[CH:30]=[CH:31][CH:32]=1)([O-:26])=[O:25].C([O-])([O-])=O.[Na+].[Na+], predict the reaction product. The product is: [N+:24]([C:27]1[CH:28]=[C:29]([S:33]([NH:1][CH2:2][C:3]2[CH:4]=[C:5]([NH:9][C:10](=[O:16])[O:11][C:12]([CH3:13])([CH3:15])[CH3:14])[CH:6]=[CH:7][CH:8]=2)(=[O:35])=[O:34])[CH:30]=[CH:31][CH:32]=1)([O-:26])=[O:25]. (4) Given the reactants [Cl:1][C:2]1[CH:3]=[C:4]([N:10]2[CH:22]([CH:23]3[CH2:27][CH2:26][CH2:25][CH2:24]3)[CH:21]3[C:12]([C:13]4[CH:14]=[CH:15][C:16]([C:28]([OH:30])=O)=[N:17][C:18]=4[CH2:19][CH2:20]3)=[N:11]2)[CH:5]=[CH:6][C:7]=1[C:8]#[N:9].[NH:31]1[CH2:36][CH2:35][O:34][CH2:33][CH2:32]1.CCN(C(C)C)C(C)C.CN(C(ON1N=NC2C=CC=NC1=2)=[N+](C)C)C.F[P-](F)(F)(F)(F)F, predict the reaction product. The product is: [Cl:1][C:2]1[CH:3]=[C:4]([N:10]2[CH:22]([CH:23]3[CH2:27][CH2:26][CH2:25][CH2:24]3)[CH:21]3[C:12]([C:13]4[CH:14]=[CH:15][C:16]([C:28]([N:31]5[CH2:36][CH2:35][O:34][CH2:33][CH2:32]5)=[O:30])=[N:17][C:18]=4[CH2:19][CH2:20]3)=[N:11]2)[CH:5]=[CH:6][C:7]=1[C:8]#[N:9]. (5) Given the reactants [CH2:1]([O:8][N:9]([CH2:35][C:36]1[C:41]([O:42][CH3:43])=[CH:40][C:39]([O:44][CH3:45])=[CH:38][C:37]=1[O:46][CH3:47])[C:10](=[O:34])[CH2:11][CH2:12][C:13]1(CC2C=CC(C(OC)=O)=CC=2)[C:18](=[O:19])[O:17][C:16](C)(C)[O:15][C:14]1=[O:22])[C:2]1[CH:7]=[CH:6][CH:5]=[CH:4][CH:3]=1.[O:48]1[CH2:53][CH2:52]OCC1.[OH-:54].[Na+], predict the reaction product. The product is: [CH2:1]([O:8][N:9]([CH2:35][C:36]1[C:37]([O:46][CH3:47])=[CH:38][C:39]([O:44][CH3:45])=[CH:40][C:41]=1[O:42][CH3:43])[C:10](=[O:34])[CH2:11][CH2:12][C:13]([C:2]1[CH:7]=[CH:6][C:52]([C:53]([OH:48])=[O:54])=[CH:4][CH:3]=1)([C:14]([OH:15])=[O:22])[C:18]([O:17][CH3:16])=[O:19])[C:2]1[CH:3]=[CH:4][CH:5]=[CH:6][CH:7]=1. (6) Given the reactants [Cl:1][C:2]1[CH:3]=[C:4]([NH:9][C:10]([N:12]2[CH2:17][CH2:16][N:15]([CH2:18][C@@H:19]3[O:24][CH2:23][CH2:22][NH:21][CH2:20]3)[CH2:14][CH2:13]2)=[O:11])[CH:5]=[CH:6][C:7]=1[F:8].[CH3:25][C:26](=O)[CH2:27][CH3:28].C(O[BH-](OC(=O)C)OC(=O)C)(=O)C.[Na+].[OH-].[Na+], predict the reaction product. The product is: [Cl:1][C:2]1[CH:3]=[C:4]([NH:9][C:10]([N:12]2[CH2:17][CH2:16][N:15]([CH2:18][C@H:19]3[O:24][CH2:23][CH2:22][N:21]([C@H:26]([CH3:25])[CH2:27][CH3:28])[CH2:20]3)[CH2:14][CH2:13]2)=[O:11])[CH:5]=[CH:6][C:7]=1[F:8]. (7) The product is: [ClH:1].[CH3:13][N:14]1[C:18]2[CH:19]=[CH:20][CH:21]=[CH:22][C:17]=2[N:16]=[C:15]1[CH2:23][N:24]1[C:29](=[O:30])[C:28]([CH2:31][C:32]2[CH:33]=[CH:34][C:35]([C:38]3[CH:43]=[CH:42][CH:41]=[CH:40][C:39]=3[C:44]3[NH:3][C:4](=[O:7])[O:5][N:45]=3)=[CH:36][CH:37]=2)=[C:27]([CH2:46][CH2:47][CH3:48])[N:26]2[N:49]=[CH:50][N:51]=[C:25]12. Given the reactants [Cl-:1].O[NH3+:3].[C:4](=[O:7])([O-])[OH:5].[Na+].CS(C)=O.[CH3:13][N:14]1[C:18]2[CH:19]=[CH:20][CH:21]=[CH:22][C:17]=2[N:16]=[C:15]1[CH2:23][N:24]1[C:29](=[O:30])[C:28]([CH2:31][C:32]2[CH:37]=[CH:36][C:35]([C:38]3[C:39]([C:44]#[N:45])=[CH:40][CH:41]=[CH:42][CH:43]=3)=[CH:34][CH:33]=2)=[C:27]([CH2:46][CH2:47][CH3:48])[N:26]2[N:49]=[CH:50][N:51]=[C:25]12, predict the reaction product.